From a dataset of Forward reaction prediction with 1.9M reactions from USPTO patents (1976-2016). Predict the product of the given reaction. (1) Given the reactants [H-].[Na+].C([N:11]1[CH2:28][CH2:27][CH:15]2[N:16]3[C:25]4[C:20](=[CH:21][CH:22]=[CH:23][C:24]=4[CH:14]2[CH2:13][CH2:12]1)[CH:19]([OH:26])[CH2:18][CH2:17]3)(=O)C1C=CC=CC=1.I[CH3:30], predict the reaction product. The product is: [CH3:30][O:26][CH:19]1[C:20]2[C:25]3=[C:24]([CH:14]4[CH2:13][CH2:12][NH:11][CH2:28][CH2:27][CH:15]4[N:16]3[CH2:17][CH2:18]1)[CH:23]=[CH:22][CH:21]=2. (2) Given the reactants [C:1]([NH:8][C@H:9]([C:18]([OH:20])=O)[CH2:10][C:11]1[CH:16]=[CH:15][C:14]([OH:17])=[CH:13][CH:12]=1)([O:3][C:4]([CH3:7])([CH3:6])[CH3:5])=[O:2].CN(C(ON1N=NC2C=CC=NC1=2)=[N+](C)C)C.F[P-](F)(F)(F)(F)F.CN1CCOCC1.[NH:52]1[CH2:56][CH2:55][CH2:54][CH:53]1[CH2:57][C:58]1[C:62]2[CH:63]=[CH:64][CH:65]=[CH:66][C:61]=2[O:60][C:59]=1[CH2:67][CH2:68][CH2:69][OH:70], predict the reaction product. The product is: [C:4]([O:3][C:1](=[O:2])[NH:8][CH:9]([CH2:10][C:11]1[CH:12]=[CH:13][C:14]([OH:17])=[CH:15][CH:16]=1)[C:18]([N:52]1[CH2:56][CH2:55][CH2:54][CH:53]1[CH2:57][C:58]1[C:62]2[CH:63]=[CH:64][CH:65]=[CH:66][C:61]=2[O:60][C:59]=1[CH2:67][CH2:68][CH2:69][OH:70])=[O:20])([CH3:5])([CH3:6])[CH3:7]. (3) Given the reactants Br[C:2]1[C:10]2[C:5](=[CH:6][CH:7]=[C:8]([C:11](=[O:22])[NH:12][CH:13]([C:16]3[CH:21]=[CH:20][CH:19]=[CH:18][CH:17]=3)[CH2:14][CH3:15])[CH:9]=2)[N:4]([CH2:23][C:24]2[CH:29]=[CH:28][C:27]([C:30]3[C:31]([C:36]([O:38][C:39]([CH3:42])([CH3:41])[CH3:40])=[O:37])=[CH:32][CH:33]=[CH:34][CH:35]=3)=[CH:26][CH:25]=2)[N:3]=1.[CH3:43]B1OB(C)OB(C)O1.C(=O)([O-])[O-].[K+].[K+].O1CCOCC1, predict the reaction product. The product is: [CH3:43][C:2]1[C:10]2[C:5](=[CH:6][CH:7]=[C:8]([C:11](=[O:22])[NH:12][CH:13]([C:16]3[CH:21]=[CH:20][CH:19]=[CH:18][CH:17]=3)[CH2:14][CH3:15])[CH:9]=2)[N:4]([CH2:23][C:24]2[CH:29]=[CH:28][C:27]([C:30]3[C:31]([C:36]([O:38][C:39]([CH3:42])([CH3:41])[CH3:40])=[O:37])=[CH:32][CH:33]=[CH:34][CH:35]=3)=[CH:26][CH:25]=2)[N:3]=1. (4) Given the reactants [Li+].[OH-].[Cl:3][C:4]1[CH:5]=[C:6]2[N:13]([CH2:14][O:15][CH2:16][CH2:17][Si:18]([CH3:21])([CH3:20])[CH3:19])[C:12]([O:22][C@H:23]3[C@H:27]4[O:28][CH2:29][C@@H:30]([OH:31])[C@H:26]4[O:25][CH2:24]3)=[N:11][C:7]2=[N:8][C:9]=1I.CC1(C)C(C)(C)OB([C:40]2[CH:47]=[CH:46][C:43]([C:44]#[N:45])=[CH:42][CH:41]=2)O1.CCOC(C)=O.CCCCCC, predict the reaction product. The product is: [OH:31][C@@H:30]1[CH2:29][O:28][C@@H:27]2[C@H:23]([O:22][C:12]3[N:13]([CH2:14][O:15][CH2:16][CH2:17][Si:18]([CH3:21])([CH3:20])[CH3:19])[C:6]4[C:7]([N:11]=3)=[N:8][C:9]([C:40]3[CH:47]=[CH:46][C:43]([C:44]#[N:45])=[CH:42][CH:41]=3)=[C:4]([Cl:3])[CH:5]=4)[CH2:24][O:25][C@H:26]12. (5) Given the reactants [Br:1][C:2]1[CH:25]=[N:24][C:5]2=[N:6][C:7]([NH:11][CH2:12][CH:13]3[CH2:16][N:15]([C:17]([O:19][C:20]([CH3:23])([CH3:22])[CH3:21])=[O:18])[CH2:14]3)=[C:8](Cl)[N:9]=[C:4]2[CH:3]=1.O.[NH2:27][NH2:28].CCOCC, predict the reaction product. The product is: [Br:1][C:2]1[CH:25]=[N:24][C:5]2=[N:6][C:7]([NH:11][CH2:12][CH:13]3[CH2:16][N:15]([C:17]([O:19][C:20]([CH3:23])([CH3:22])[CH3:21])=[O:18])[CH2:14]3)=[C:8]([NH:27][NH2:28])[N:9]=[C:4]2[CH:3]=1. (6) Given the reactants O([CH2:9][CH2:10][O:11][CH3:12])S(C(F)(F)F)(=O)=O.COCCO.FC(F)(F)S(OS(C(F)(F)F)(=O)=O)(=O)=O.C1(C(C2C=CC=CC=2)(C2C=CC=CC=2)[N:40]2[CH:44]=[C:43]([C:45](=[O:47])[CH3:46])[N:42]=[C:41]2[CH3:48])C=CC=CC=1, predict the reaction product. The product is: [CH3:12][O:11][CH2:10][CH2:9][N:42]1[C:43]([C:45](=[O:47])[CH3:46])=[CH:44][N:40]=[C:41]1[CH3:48]. (7) Given the reactants [F:1][C:2]1[CH:7]=[CH:6][C:5]2[NH:8][C:9]3[C:21]4[N:20]([C@@H:22]5[O:43][C@H:42]([CH2:44]O)[CH2:41][C@H:32]([O:33][CH2:34][C:35]6[CH:40]=[CH:39][CH:38]=[CH:37][CH:36]=6)[C@H:23]5[O:24][CH2:25][C:26]5[CH:31]=[CH:30][CH:29]=[CH:28][CH:27]=5)[C:19]5[C:14](=[CH:15][C:16]([F:46])=[CH:17][CH:18]=5)[C:13]=4[C:12]4[C:47](=[O:51])[NH:48][C:49](=[O:50])[C:11]=4[C:10]=3[C:4]=2[CH:3]=1.C(N(CC)CC)C.CS(Cl)(=O)=O.[Na+].[I-:65], predict the reaction product. The product is: [F:1][C:2]1[CH:7]=[CH:6][C:5]2[NH:8][C:9]3[C:21]4[N:20]([C@@H:22]5[O:43][C@H:42]([CH2:44][I:65])[CH2:41][C@H:32]([O:33][CH2:34][C:35]6[CH:40]=[CH:39][CH:38]=[CH:37][CH:36]=6)[C@H:23]5[O:24][CH2:25][C:26]5[CH:31]=[CH:30][CH:29]=[CH:28][CH:27]=5)[C:19]5[C:14](=[CH:15][C:16]([F:46])=[CH:17][CH:18]=5)[C:13]=4[C:12]4[C:47](=[O:51])[NH:48][C:49](=[O:50])[C:11]=4[C:10]=3[C:4]=2[CH:3]=1. (8) Given the reactants [C:1]([O:5][C:6]([N:8]1[CH2:12][CH2:11][C:10]([C:15](=[O:54])[NH:16][C:17]2[CH:25]=[C:24]3[C:20]([C:21]([C:45]4[CH:50]=[CH:49][N:48]=[C:47]([CH:51]5[CH2:53][CH2:52]5)[CH:46]=4)=[N:22][N:23]3[C:26]([C:39]3[CH:44]=[CH:43][CH:42]=[CH:41][CH:40]=3)([C:33]3[CH:38]=[CH:37][CH:36]=[CH:35][CH:34]=3)[C:27]3[CH:32]=[CH:31][CH:30]=[CH:29][CH:28]=3)=[CH:19][CH:18]=2)([O:13][CH3:14])[CH2:9]1)=[O:7])([CH3:4])([CH3:3])[CH3:2].[H-].[Na+].[CH2:57]1COCC1, predict the reaction product. The product is: [C:1]([O:5][C:6]([N:8]1[CH2:12][CH2:11][C:10]([C:15](=[O:54])[N:16]([C:17]2[CH:25]=[C:24]3[C:20]([C:21]([C:45]4[CH:50]=[CH:49][N:48]=[C:47]([CH:51]5[CH2:52][CH2:53]5)[CH:46]=4)=[N:22][N:23]3[C:26]([C:27]3[CH:32]=[CH:31][CH:30]=[CH:29][CH:28]=3)([C:33]3[CH:34]=[CH:35][CH:36]=[CH:37][CH:38]=3)[C:39]3[CH:44]=[CH:43][CH:42]=[CH:41][CH:40]=3)=[CH:19][CH:18]=2)[CH3:57])([O:13][CH3:14])[CH2:9]1)=[O:7])([CH3:4])([CH3:2])[CH3:3].